This data is from Reaction yield outcomes from USPTO patents with 853,638 reactions. The task is: Predict the reaction yield, written as a fraction of the theoretical maximum amount of product (1.0 means a 100% yield; for example, 0.34 means a 34% yield). The reactants are [C:1]([C:3]1[C:11]2[C:6](=[CH:7][C:8]([C:12](O)=[O:13])=[CH:9][CH:10]=2)[N:5]([CH2:15][CH3:16])[CH:4]=1)#[N:2].C(Cl)(=O)C([Cl:20])=O. The catalyst is C(Cl)Cl.CN(C=O)C. The product is [C:1]([C:3]1[C:11]2[C:6](=[CH:7][C:8]([C:12]([Cl:20])=[O:13])=[CH:9][CH:10]=2)[N:5]([CH2:15][CH3:16])[CH:4]=1)#[N:2]. The yield is 1.00.